From a dataset of NCI-60 drug combinations with 297,098 pairs across 59 cell lines. Regression. Given two drug SMILES strings and cell line genomic features, predict the synergy score measuring deviation from expected non-interaction effect. (1) Drug 1: CC1=CC2C(CCC3(C2CCC3(C(=O)C)OC(=O)C)C)C4(C1=CC(=O)CC4)C. Drug 2: C1=C(C(=O)NC(=O)N1)N(CCCl)CCCl. Cell line: CCRF-CEM. Synergy scores: CSS=59.4, Synergy_ZIP=0.415, Synergy_Bliss=-1.73, Synergy_Loewe=-20.7, Synergy_HSA=-0.522. (2) Drug 1: C1CCN(CC1)CCOC2=CC=C(C=C2)C(=O)C3=C(SC4=C3C=CC(=C4)O)C5=CC=C(C=C5)O. Drug 2: CN1C2=C(C=C(C=C2)N(CCCl)CCCl)N=C1CCCC(=O)O.Cl. Cell line: EKVX. Synergy scores: CSS=0.836, Synergy_ZIP=-1.31, Synergy_Bliss=-2.44, Synergy_Loewe=-1.57, Synergy_HSA=-2.30.